Dataset: Catalyst prediction with 721,799 reactions and 888 catalyst types from USPTO. Task: Predict which catalyst facilitates the given reaction. (1) Reactant: [CH3:1][N:2]1[C:14]2[CH:13]=[C:12]([CH2:15][CH2:16][CH2:17][CH2:18][CH2:19][CH3:20])[CH:11]=[CH:10][C:9]=2[C:8]2[C:3]1=[CH:4][C:5]([CH2:21][OH:22])=[CH:6][CH:7]=2.[Cr](Cl)([O-])(=O)=O.[NH+]1C=CC=CC=1. Product: [CH3:1][N:2]1[C:14]2[CH:13]=[C:12]([CH2:15][CH2:16][CH2:17][CH2:18][CH2:19][CH3:20])[CH:11]=[CH:10][C:9]=2[C:8]2[C:3]1=[CH:4][C:5]([CH:21]=[O:22])=[CH:6][CH:7]=2. The catalyst class is: 4. (2) Reactant: [Cl:1][C:2]1[CH:3]=[C:4]([CH:20]=[CH:21][CH:22]=1)[C:5]([NH:7][NH:8][C:9]([C:11]1[CH:16]=[CH:15][CH:14]=[C:13]([N+:17]([O-:19])=[O:18])[CH:12]=1)=[O:10])=O. Product: [Cl:1][C:2]1[CH:3]=[C:4]([C:5]2[O:10][C:9]([C:11]3[CH:16]=[CH:15][CH:14]=[C:13]([N+:17]([O-:19])=[O:18])[CH:12]=3)=[N:8][N:7]=2)[CH:20]=[CH:21][CH:22]=1. The catalyst class is: 265. (3) Reactant: Br[C:2]1[CH:7]=[CH:6][C:5]([C:8]2[C:19](=[O:20])[N:18]([CH2:21][CH2:22][CH2:23][NH:24][C:25](=[O:31])[O:26][C:27]([CH3:30])([CH3:29])[CH3:28])[C:11]3[N:12]=[C:13]([S:16][CH3:17])[N:14]=[CH:15][C:10]=3[CH:9]=2)=[C:4]([Cl:32])[CH:3]=1.[B:33]1(B2OC(C)(C)C(C)(C)O2)[O:37]C(C)(C)C(C)(C)[O:34]1.CC([O-])=O.[K+]. Product: [C:27]([O:26][C:25]([NH:24][CH2:23][CH2:22][CH2:21][N:18]1[C:11]2[N:12]=[C:13]([S:16][CH3:17])[N:14]=[CH:15][C:10]=2[CH:9]=[C:8]([C:5]2[CH:6]=[CH:7][C:2]([B:33]([OH:37])[OH:34])=[CH:3][C:4]=2[Cl:32])[C:19]1=[O:20])=[O:31])([CH3:30])([CH3:29])[CH3:28]. The catalyst class is: 75. (4) Reactant: C(OC1C=C([C@@H](O)CNC(C)(C)CC2C=CC([O:30][CH2:31][CH2:32]CC)=CC=2)C2SC(OC(C)C)=NC=2C=1)(C)(C)C.Cl.[OH-].[Na+].[CH2:41]([O:45][C:46]1[CH:51]=[CH:50][C:49]([CH2:52][C:53]([NH:56][CH2:57][C@@H:58]([C:60]2[C:68]3[S:67][C:66](=[O:69])[NH:65][C:64]=3[CH:63]=[C:62]([OH:70])[CH:61]=2)[OH:59])([CH3:55])[CH3:54])=[CH:48][CH:47]=1)[CH2:42][CH2:43][CH3:44]. Product: [C:31]([OH:45])(=[O:30])[CH3:32].[CH2:41]([O:45][C:46]1[CH:51]=[CH:50][C:49]([CH2:52][C:53]([NH:56][CH2:57][C@@H:58]([C:60]2[C:68]3[S:67][C:66](=[O:69])[NH:65][C:64]=3[CH:63]=[C:62]([OH:70])[CH:61]=2)[OH:59])([CH3:54])[CH3:55])=[CH:48][CH:47]=1)[CH2:42][CH2:43][CH3:44]. The catalyst class is: 32. (5) Reactant: [CH2:1]([N:8]1[CH2:12][CH:11]=[C:10]([CH2:13][OH:14])[CH2:9]1)[C:2]1[CH:7]=[CH:6][CH:5]=[CH:4][CH:3]=1.[Br:15][C:16]1[CH:21]=[C:20]([C:22]([F:25])([F:24])[F:23])[CH:19]=[CH:18][C:17]=1O.CCOC(/N=N/C(OCC)=O)=O.C1(P(C2C=CC=CC=2)C2C=CC=CC=2)C=CC=CC=1. Product: [CH2:1]([N:8]1[CH2:12][CH:11]=[C:10]([CH2:13][O:14][C:17]2[CH:18]=[CH:19][C:20]([C:22]([F:25])([F:24])[F:23])=[CH:21][C:16]=2[Br:15])[CH2:9]1)[C:2]1[CH:7]=[CH:6][CH:5]=[CH:4][CH:3]=1. The catalyst class is: 7. (6) Reactant: [CH3:1][O:2][C:3](=[O:14])[C:4]1[CH:9]=[CH:8][C:7]([N+:10]([O-:12])=[O:11])=[C:6]([OH:13])[CH:5]=1.C1(P(C2C=CC=CC=2)C2C=CC=CC=2)C=CC=CC=1.[CH3:34][N:35]([CH3:40])[CH2:36][CH2:37][CH2:38]O.N(C(OC(C)C)=O)=NC(OC(C)C)=O. Product: [CH3:1][O:2][C:3](=[O:14])[C:4]1[CH:9]=[CH:8][C:7]([N+:10]([O-:12])=[O:11])=[C:6]([O:13][CH2:38][CH2:37][CH2:36][N:35]([CH3:40])[CH3:34])[CH:5]=1. The catalyst class is: 632.